This data is from Catalyst prediction with 721,799 reactions and 888 catalyst types from USPTO. The task is: Predict which catalyst facilitates the given reaction. (1) Reactant: Br[C:2]1[CH:3]=[CH:4][C:5]([C:8]([O:10]C)=[O:9])=[N:6][CH:7]=1.[F:12][C:13]1[CH:14]=[C:15](B(O)O)[CH:16]=[CH:17][CH:18]=1.C([O-])([O-])=O.[Na+].[Na+].C(O)C. Product: [F:12][C:13]1[CH:18]=[C:17]([C:2]2[CH:3]=[CH:4][C:5]([C:8]([OH:10])=[O:9])=[N:6][CH:7]=2)[CH:16]=[CH:15][CH:14]=1. The catalyst class is: 206. (2) Reactant: [Cl:1][C:2]1[CH:7]=[CH:6][C:5]([Mg]Br)=[C:4]([CH3:10])[CH:3]=1.[CH2:11]([O:13][C:14]([C:16]1[CH:20]=[CH:19][N:18]([CH:21]([CH3:23])[CH3:22])[C:17]=1[CH:24]=[O:25])=[O:15])[CH3:12]. Product: [CH2:11]([O:13][C:14]([C:16]1[CH:20]=[CH:19][N:18]([CH:21]([CH3:22])[CH3:23])[C:17]=1[CH:24]([C:5]1[CH:6]=[CH:7][C:2]([Cl:1])=[CH:3][C:4]=1[CH3:10])[OH:25])=[O:15])[CH3:12]. The catalyst class is: 1. (3) Reactant: C(OC([N:8]1[CH2:12][CH2:11][CH:10]([NH:13][C:14]2[CH:15]=[N:16][C:17]([O:23][C:24]3[CH:29]=[CH:28][C:27]([O:30][C:31]4[CH:36]=[CH:35][CH:34]=[C:33]([F:37])[CH:32]=4)=[CH:26][CH:25]=3)=[C:18]([C:20](=[O:22])[NH2:21])[CH:19]=2)[CH2:9]1)=O)(C)(C)C.Cl. Product: [F:37][C:33]1[CH:32]=[C:31]([CH:36]=[CH:35][CH:34]=1)[O:30][C:27]1[CH:28]=[CH:29][C:24]([O:23][C:17]2[N:16]=[CH:15][C:14]([NH:13][CH:10]3[CH2:11][CH2:12][NH:8][CH2:9]3)=[CH:19][C:18]=2[C:20]([NH2:21])=[O:22])=[CH:25][CH:26]=1. The catalyst class is: 135.